From a dataset of Reaction yield outcomes from USPTO patents with 853,638 reactions. Predict the reaction yield, written as a fraction of the theoretical maximum amount of product (1.0 means a 100% yield; for example, 0.34 means a 34% yield). (1) The reactants are Br[C:2]1[C:3]2[N:4]([CH:18]=[CH:19][N:20]=2)[N:5]=[C:6]([C:8]2[CH:9]=[C:10]([CH:15]=[CH:16][CH:17]=2)[C:11]([O:13][CH3:14])=[O:12])[CH:7]=1.[CH3:21][CH:22]1[CH2:26][CH2:25][CH2:24][N:23]1[C:27]1[N:32]=[C:31]([NH2:33])[CH:30]=[CH:29][CH:28]=1.C1C=CC(P(C2C(C3C(P(C4C=CC=CC=4)C4C=CC=CC=4)=CC=C4C=3C=CC=C4)=C3C(C=CC=C3)=CC=2)C2C=CC=CC=2)=CC=1.C([O-])([O-])=O.[Cs+].[Cs+]. The catalyst is C1C=CC(/C=C/C(/C=C/C2C=CC=CC=2)=O)=CC=1.C1C=CC(/C=C/C(/C=C/C2C=CC=CC=2)=O)=CC=1.C1C=CC(/C=C/C(/C=C/C2C=CC=CC=2)=O)=CC=1.[Pd].[Pd].O1CCOCC1. The product is [CH3:21][CH:22]1[CH2:26][CH2:25][CH2:24][N:23]1[C:27]1[N:32]=[C:31]([NH:33][C:2]2[C:3]3[N:4]([CH:18]=[CH:19][N:20]=3)[N:5]=[C:6]([C:8]3[CH:9]=[C:10]([CH:15]=[CH:16][CH:17]=3)[C:11]([O:13][CH3:14])=[O:12])[CH:7]=2)[CH:30]=[CH:29][CH:28]=1. The yield is 0.640. (2) The reactants are [Br:1][C:2]1[CH:10]=[C:9]2[C:5]([CH2:6][C:7]3([CH2:27][CH2:26][CH:25]([O:28][CH3:29])[CH2:24][CH2:23]3)[C:8]2([NH:16][S:17]([C:19]([CH3:22])([CH3:21])[CH3:20])=[O:18])[C:11]([O:13][CH2:14][CH3:15])=C)=[CH:4][CH:3]=1.[O-:30][Mn](=O)(=O)=O.[K+]. The catalyst is CC(C)=O. The product is [Br:1][C:2]1[CH:10]=[C:9]2[C:5]([CH2:6][C:7]3([CH2:27][CH2:26][CH:25]([O:28][CH3:29])[CH2:24][CH2:23]3)[C:8]2([NH:16][S:17]([C:19]([CH3:21])([CH3:22])[CH3:20])=[O:18])[C:11]([O:13][CH2:14][CH3:15])=[O:30])=[CH:4][CH:3]=1. The yield is 0.310. (3) The reactants are [NH2:1][C:2](=[O:25])[CH2:3][O:4][NH:5][C:6]([C@@H:8]1[CH2:14][CH2:13][C@@H:12]2[CH2:15][N:9]1[C:10](=[O:24])[N:11]2[O:16]CC1C=CC=CC=1)=[O:7]. The catalyst is CO.[Pd]. The product is [NH2:1][C:2](=[O:25])[CH2:3][O:4][NH:5][C:6]([C@@H:8]1[CH2:14][CH2:13][C@@H:12]2[CH2:15][N:9]1[C:10](=[O:24])[N:11]2[OH:16])=[O:7]. The yield is 0.980. (4) The catalyst is C1COCC1. The reactants are [F:1][C:2]1[CH:7]=[C:6]([S:8][CH3:9])[CH:5]=[CH:4][C:3]=1[NH:10][C:11]1[C:12]([C:19]([O:21]C)=O)=[N:13][N:14]([CH3:18])[C:15](=[O:17])[CH:16]=1.[CH:23]([O:25][CH2:26][CH2:27][O:28][NH2:29])=[CH2:24].[Li+].C[Si]([N-][Si](C)(C)C)(C)C. The product is [F:1][C:2]1[CH:7]=[C:6]([S:8][CH3:9])[CH:5]=[CH:4][C:3]=1[NH:10][C:11]1[C:12]([C:19]([NH:29][O:28][CH2:27][CH2:26][O:25][CH:23]=[CH2:24])=[O:21])=[N:13][N:14]([CH3:18])[C:15](=[O:17])[CH:16]=1. The yield is 0.990. (5) The reactants are CCN(C(C)C)C(C)C.C(S[C:18](=[O:39])[CH2:19][C@H:20]([NH:31][C:32]([O:34][C:35]([CH3:38])([CH3:37])[CH3:36])=[O:33])[C:21]([O:23][CH2:24][C:25]1[CH:30]=[CH:29][CH:28]=[CH:27][CH:26]=1)=[O:22])C1C=CC=CC=1.Cl.[NH2:41][C@@H:42]([CH2:48][SH:49])[C:43]([O:45][CH2:46][CH3:47])=[O:44]. The catalyst is CN(C=O)C.O. The product is [C:35]([O:34][C:32]([NH:31][C@@H:20]([CH2:19][C:18]([NH:41][C@@H:42]([CH2:48][SH:49])[C:43]([O:45][CH2:46][CH3:47])=[O:44])=[O:39])[C:21]([O:23][CH2:24][C:25]1[CH:26]=[CH:27][CH:28]=[CH:29][CH:30]=1)=[O:22])=[O:33])([CH3:36])([CH3:37])[CH3:38]. The yield is 0.670.